This data is from Reaction yield outcomes from USPTO patents with 853,638 reactions. The task is: Predict the reaction yield, written as a fraction of the theoretical maximum amount of product (1.0 means a 100% yield; for example, 0.34 means a 34% yield). (1) The reactants are [NH:1]1[CH2:5][CH2:4][CH2:3][C:2]1=O.[C:7]([NH:15][NH2:16])(=O)[C:8]1[CH:13]=[CH:12][N:11]=[CH:10][CH:9]=1. The catalyst is C(Cl)Cl. The product is [N:11]1[CH:12]=[CH:13][C:8]([C:7]2[N:1]3[CH2:5][CH2:4][CH2:3][C:2]3=[N:16][N:15]=2)=[CH:9][CH:10]=1. The yield is 0.110. (2) The reactants are C([O:5][C:6](=[O:37])[C:7]1[CH:12]=[CH:11][C:10]([NH:13][C:14]([C:16]2[CH:17]=[CH:18][C:19]3[S:24](=[O:25])[CH2:23][CH2:22][N:21]([S:26]([C:29]4[CH:34]=[CH:33][CH:32]=[C:31]([Cl:35])[CH:30]=4)(=[O:28])=[O:27])[C:20]=3[CH:36]=2)=[O:15])=[CH:9][CH:8]=1)(C)(C)C.O. The catalyst is C(O)=O. The product is [Cl:35][C:31]1[CH:30]=[C:29]([S:26]([N:21]2[C:20]3[CH:36]=[C:16]([C:14]([NH:13][C:10]4[CH:11]=[CH:12][C:7]([C:6]([OH:37])=[O:5])=[CH:8][CH:9]=4)=[O:15])[CH:17]=[CH:18][C:19]=3[S:24](=[O:25])[CH2:23][CH2:22]2)(=[O:27])=[O:28])[CH:34]=[CH:33][CH:32]=1. The yield is 0.920.